This data is from Forward reaction prediction with 1.9M reactions from USPTO patents (1976-2016). The task is: Predict the product of the given reaction. (1) Given the reactants Cl[C:2]1[N:7]=[C:6]([CH:8]([O:11][CH3:12])[O:9][CH3:10])[CH:5]=[CH:4][N:3]=1.[CH3:13][O:14][C:15]1[CH:16]=[C:17](B(O)O)[CH:18]=[CH:19][CH:20]=1.C(=O)([O-])[O-].[Cs+].[Cs+], predict the reaction product. The product is: [CH3:10][O:9][CH:8]([O:11][CH3:12])[C:6]1[CH:5]=[CH:4][N:3]=[C:2]([C:19]2[CH:18]=[CH:17][CH:16]=[C:15]([O:14][CH3:13])[CH:20]=2)[N:7]=1. (2) The product is: [O:1]=[C:2]1[C:11]2[C:6](=[CH:7][CH:8]=[C:9]([NH:12][C:13](=[O:34])[O:14][CH2:15][C@H:16]([OH:26])[CH2:17][OH:18])[CH:10]=2)[CH:5]=[C:4]([C:35]2[CH:40]=[CH:39][CH:38]=[CH:37][C:36]=2[C:41]([F:43])([F:42])[F:44])[NH:3]1. Given the reactants [O:1]=[C:2]1[C:11]2[C:6](=[CH:7][CH:8]=[C:9]([NH:12][C:13](=[O:34])[O:14][CH2:15][C@H:16]([O:26]CC3C=CC=CC=3)[CH2:17][O:18]CC3C=CC=CC=3)[CH:10]=2)[CH:5]=[C:4]([C:35]2[CH:40]=[CH:39][CH:38]=[CH:37][C:36]=2[C:41]([F:44])([F:43])[F:42])[NH:3]1.C(O)(=O)C, predict the reaction product. (3) Given the reactants Cl.C(N=C=NCCCN(C)C)C.[CH:13]([C:15]1[NH:19][C:18]([CH3:20])=[C:17]([C:21]([OH:23])=O)[C:16]=1[CH3:24])=[O:14].O[N:26]1[C:30]2[CH:31]=[CH:32][CH:33]=[CH:34][C:29]=2[N:28]=N1.N1CCCCC1NC, predict the reaction product. The product is: [NH:28]1[CH2:29][CH2:34][CH2:33][CH2:32][CH:31]1[CH2:30][NH:26][C:21]([C:17]1[C:16]([CH3:24])=[C:15]([CH:13]=[O:14])[NH:19][C:18]=1[CH3:20])=[O:23]. (4) Given the reactants [CH3:1][O:2][C:3]1[CH:4]=[C:5]2[C:10](=[CH:11][C:12]=1[O:13][CH3:14])[N:9]=[CH:8][N:7]=[C:6]2[O:15][C:16]1[CH:22]=[CH:21][C:19]([NH2:20])=[CH:18][CH:17]=1.C(N(CC)CC)C.ClC(Cl)(O[C:34](=[O:40])OC(Cl)(Cl)Cl)Cl.[C:42]1([N:48]2[CH2:53][CH2:52][NH:51][CH2:50][CH2:49]2)[CH:47]=[CH:46][CH:45]=[CH:44][CH:43]=1, predict the reaction product. The product is: [CH3:1][O:2][C:3]1[CH:4]=[C:5]2[C:10](=[CH:11][C:12]=1[O:13][CH3:14])[N:9]=[CH:8][N:7]=[C:6]2[O:15][C:16]1[CH:22]=[CH:21][C:19]([NH:20][C:34]([N:51]2[CH2:52][CH2:53][N:48]([C:42]3[CH:47]=[CH:46][CH:45]=[CH:44][CH:43]=3)[CH2:49][CH2:50]2)=[O:40])=[CH:18][CH:17]=1. (5) Given the reactants [CH:1]1([CH2:4][C:5]2[C:6]3[N:7]([C:11]([C:21]4[CH:26]=[CH:25][N:24]=[C:23](SC)[N:22]=4)=[C:12]([C:14]4[CH:19]=[CH:18][C:17]([F:20])=[CH:16][CH:15]=4)[N:13]=3)[CH:8]=[CH:9][N:10]=2)[CH2:3][CH2:2]1.O[O:30][S:31]([O-:33])=O.[K+].[C:35]([O-])([O-])=O.[Na+].[Na+], predict the reaction product. The product is: [CH:1]1([CH2:4][C:5]2[C:6]3[N:7]([C:11]([C:21]4[CH:26]=[CH:25][N:24]=[C:23]([S:31]([CH3:35])(=[O:33])=[O:30])[N:22]=4)=[C:12]([C:14]4[CH:15]=[CH:16][C:17]([F:20])=[CH:18][CH:19]=4)[N:13]=3)[CH:8]=[CH:9][N:10]=2)[CH2:2][CH2:3]1. (6) Given the reactants [Cl:1][C:2]1[CH:7]=[C:6]([C:8]#[C:9][C:10]2[N:11]=[C:12]([CH3:22])[N:13]([C:15]3[CH:20]=[CH:19][C:18]([F:21])=[CH:17][CH:16]=3)[CH:14]=2)[CH:5]=[CH:4][N:3]=1.C([N-]C(C)C)(C)C.[Li+].CN(C)[CH:33]=[O:34], predict the reaction product. The product is: [Cl:1][C:2]1[CH:7]=[C:6]([C:8]#[C:9][C:10]2[N:11]=[C:12]([CH3:22])[N:13]([C:15]3[CH:16]=[CH:17][C:18]([F:21])=[CH:19][CH:20]=3)[C:14]=2[CH:33]=[O:34])[CH:5]=[CH:4][N:3]=1.